Regression. Given a peptide amino acid sequence and an MHC pseudo amino acid sequence, predict their binding affinity value. This is MHC class II binding data. From a dataset of Peptide-MHC class II binding affinity with 134,281 pairs from IEDB. (1) The peptide sequence is ILDLWVYHTQGYFPD. The MHC is DRB1_0401 with pseudo-sequence DRB1_0401. The binding affinity (normalized) is 0.0564. (2) The peptide sequence is LITAAAVTLWENGASSVW. The MHC is DRB3_0101 with pseudo-sequence DRB3_0101. The binding affinity (normalized) is 0.149.